Dataset: Full USPTO retrosynthesis dataset with 1.9M reactions from patents (1976-2016). Task: Predict the reactants needed to synthesize the given product. (1) Given the product [CH2:21]([O:20][C:18]([CH:17]([CH2:28][CH2:29][C:30]([O:32][CH2:33][C:34]1[CH:35]=[CH:36][CH:37]=[CH:38][CH:39]=1)=[O:31])[CH2:16][PH:1](=[O:2])[OH:3])=[O:19])[C:22]1[CH:23]=[CH:24][CH:25]=[CH:26][CH:27]=1, predict the reactants needed to synthesize it. The reactants are: [PH2:1](=[O:3])[OH:2].C(N(CC)CC)C.C[Si](Cl)(C)C.[CH2:16]=[C:17]([CH2:28][CH2:29][C:30]([O:32][CH2:33][C:34]1[CH:39]=[CH:38][CH:37]=[CH:36][CH:35]=1)=[O:31])[C:18]([O:20][CH2:21][C:22]1[CH:27]=[CH:26][CH:25]=[CH:24][CH:23]=1)=[O:19]. (2) The reactants are: [N+](C1C=CC(C[O:9][C:10]([C:12]2[N:13]3[C@H:16]([S:17][CH:18]=2)[C:15]([CH:20](OC(=O)C)[C:21]2[N:22]=[C:23]4[N:31]=[C:30]5[N:25]([CH2:26][CH2:27][CH2:28][CH2:29]5)[N:24]4[CH:32]=2)(Br)[C:14]3=[O:37])=[O:11])=CC=1)([O-])=O.P([O-])([O-])([O-])=O.[OH-].[Na+:46].C(OCC)(=O)C. Given the product [Na+:46].[N:22]1[C:21](/[CH:20]=[C:15]2\[CH:16]3[N:13]([C:14]\2=[O:37])[C:12]([C:10]([O-:11])=[O:9])=[CH:18][S:17]3)=[CH:32][N:24]2[N:25]3[C:30]([CH2:29][CH2:28][CH2:27][CH2:26]3)=[N:31][C:23]=12, predict the reactants needed to synthesize it.